The task is: Predict the reactants needed to synthesize the given product.. This data is from Full USPTO retrosynthesis dataset with 1.9M reactions from patents (1976-2016). (1) Given the product [CH2:1]([O:8][C:9](=[O:28])[C@@H:10]([NH:20][C:21]([C:53]1([NH:52][C:45]([O:47][C:48]([CH3:51])([CH3:50])[CH3:49])=[O:46])[CH2:54][CH2:55]1)=[O:23])[CH2:11][C:12]1[CH:13]=[CH:14][C:15]([O:18][CH3:19])=[CH:16][CH:17]=1)[C:2]1[CH:3]=[CH:4][CH:5]=[CH:6][CH:7]=1, predict the reactants needed to synthesize it. The reactants are: [CH2:1]([O:8][C:9](=[O:28])[C@@H:10]([NH:20][C:21]([O:23]C(C)(C)C)=O)[CH2:11][C:12]1[CH:17]=[CH:16][C:15]([O:18][CH3:19])=[CH:14][CH:13]=1)[C:2]1[CH:7]=[CH:6][CH:5]=[CH:4][CH:3]=1.FC(F)(F)C(O)=O.C(N(CC)C(C)C)(C)C.[C:45]([NH:52][C:53]1(C(O)=O)[CH2:55][CH2:54]1)([O:47][C:48]([CH3:51])([CH3:50])[CH3:49])=[O:46].CN(C(ON1N=NC2C=CC=NC1=2)=[N+](C)C)C.F[P-](F)(F)(F)(F)F. (2) Given the product [CH3:1][O:5][C:6](=[O:14])[CH2:7][C@H:8]1[CH2:11][C@@H:10]([CH2:12][OH:13])[CH2:9]1, predict the reactants needed to synthesize it. The reactants are: [C:1]([O:5][C:6](=[O:14])[CH2:7][C@H:8]1[CH2:11][C@@H:10]([CH2:12][OH:13])[CH2:9]1)(C)(C)C.FC(F)(F)C(O)=O. (3) Given the product [CH2:19]([N:16]([CH2:17][CH3:18])[C:7]1[C:6]([CH:5]=[CH:4][C:3]([OH:21])=[O:2])=[CH:11][CH:10]=[C:9]([C:12]([F:15])([F:13])[F:14])[N:8]=1)[CH3:20], predict the reactants needed to synthesize it. The reactants are: C[O:2][C:3](=[O:21])[CH:4]=[CH:5][C:6]1[C:7]([N:16]([CH2:19][CH3:20])[CH2:17][CH3:18])=[N:8][C:9]([C:12]([F:15])([F:14])[F:13])=[CH:10][CH:11]=1.[Li+].[OH-].